Predict the reaction yield, written as a fraction of the theoretical maximum amount of product (1.0 means a 100% yield; for example, 0.34 means a 34% yield). From a dataset of Reaction yield outcomes from USPTO patents with 853,638 reactions. (1) The reactants are [F:1][C:2]1[CH:3]=[C:4]([CH:42]=[C:43]([F:45])[CH:44]=1)[C:5]([C:7]1[CH:8]=[C:9]2[C:13](=[CH:14][CH:15]=1)[N:12]([C:16]([C:29]1[CH:34]=[CH:33][CH:32]=[CH:31][CH:30]=1)([C:23]1[CH:28]=[CH:27][CH:26]=[CH:25][CH:24]=1)[C:17]1[CH:22]=[CH:21][CH:20]=[CH:19][CH:18]=1)[N:11]=[C:10]2[NH:35]C(=O)C(F)(F)F)=[O:6].C(O)(C)C.O1CCCC1. The catalyst is C(N(CC)CC)C. The product is [NH2:35][C:10]1[C:9]2[C:13](=[CH:14][CH:15]=[C:7]([C:5]([C:4]3[CH:42]=[C:43]([F:45])[CH:44]=[C:2]([F:1])[CH:3]=3)=[O:6])[CH:8]=2)[N:12]([C:16]([C:23]2[CH:24]=[CH:25][CH:26]=[CH:27][CH:28]=2)([C:29]2[CH:30]=[CH:31][CH:32]=[CH:33][CH:34]=2)[C:17]2[CH:22]=[CH:21][CH:20]=[CH:19][CH:18]=2)[N:11]=1. The yield is 0.990. (2) The reactants are C(O[CH:4]=[CH:5][C:6]([O:8][CH2:9][CH3:10])=[O:7])C.BrN1C(=O)CCC1=O.[NH:19]1[C:27]2[C:22](=[CH:23][CH:24]=[CH:25][CH:26]=2)[C:21](/[CH:28]=[CH:29]/[C:30]2[CH:35]=[CH:34][CH:33]=[CH:32][C:31]=2[NH:36][C:37]([NH2:39])=[S:38])=[N:20]1.N. The catalyst is O1CCOCC1.O. The product is [CH2:9]([O:8][C:6]([C:5]1[S:38][C:37]([NH:36][C:31]2[CH:32]=[CH:33][CH:34]=[CH:35][C:30]=2/[CH:29]=[CH:28]/[C:21]2[C:22]3[C:27](=[CH:26][CH:25]=[CH:24][CH:23]=3)[NH:19][N:20]=2)=[N:39][CH:4]=1)=[O:7])[CH3:10]. The yield is 0.0800. (3) The reactants are [Cl:1][C:2]1[N:10]=[C:9]2[C:5]([N:6]=[C:7]([CH:11]([NH:13][CH3:14])[CH3:12])[NH:8]2)=[C:4]([N:15]2[CH2:20]CO[CH2:17][CH2:16]2)[N:3]=1.[C:21](=[O:24])([O-])[O-].[Cs+].[Cs+].Br[CH2:28][CH2:29]Br. The catalyst is CN(C=O)C.O. The product is [Cl:1][C:2]1[N:3]=[C:4]([N:15]2[CH2:20][CH2:21][O:24][CH2:17][CH2:16]2)[C:5]2[N:6]=[C:7]3[N:8]([C:9]=2[N:10]=1)[CH2:29][CH2:28][N:13]([CH3:14])[CH:11]3[CH3:12]. The yield is 0.740. (4) The catalyst is C(Cl)Cl. The product is [CH3:1][O:2][C:3](=[O:11])[C:4]1[CH:9]=[C:8]([I:12])[CH:7]=[N:6][C:5]=1[OH:10]. The reactants are [CH3:1][O:2][C:3](=[O:11])[C:4]1[CH:9]=[CH:8][CH:7]=[N:6][C:5]=1[OH:10].[I:12]C1CC(=O)NC1=O. The yield is 0.810. (5) The reactants are [Cl:1][C:2]1[CH:3]=[CH:4][C:5]([O:13]C)=[C:6]2[C:11]=1[N:10]=[C:9]([CH3:12])[CH:8]=[CH:7]2. The catalyst is Br. The product is [Cl:1][C:2]1[CH:3]=[CH:4][C:5]([OH:13])=[C:6]2[C:11]=1[N:10]=[C:9]([CH3:12])[CH:8]=[CH:7]2. The yield is 0.780. (6) The reactants are [F:1][C:2]1[CH:3]=[C:4]2[C:8](=[CH:9][CH:10]=1)[NH:7][CH:6]=[CH:5]2.FC(F)(F)[C:13]([O:15][C:16](=O)C(F)(F)F)=[O:14].O. The catalyst is CN(C=O)C. The product is [CH3:16][O:15][C:13]([C:5]1[C:4]2[C:8](=[CH:9][CH:10]=[C:2]([F:1])[CH:3]=2)[NH:7][CH:6]=1)=[O:14]. The yield is 0.830. (7) The reactants are [CH3:1][C:2]1[NH:9][C:5]2[N:6]=[CH:7][S:8][C:4]=2[C:3]=1[CH:10]([C:12]1[CH:17]=[CH:16][CH:15]=[CH:14][C:13]=1[S:18]([N:21]1[CH2:25][CH2:24][CH2:23][CH2:22]1)(=[O:20])=[O:19])O.FC(F)(F)S(O[Si](C)(C)C)(=O)=O.C([SiH](CC)CC)C.C([O-])(O)=O.[Na+]. The catalyst is C(Cl)Cl. The product is [CH3:1][C:2]1[NH:9][C:5]2[N:6]=[CH:7][S:8][C:4]=2[C:3]=1[CH2:10][C:12]1[CH:17]=[CH:16][CH:15]=[CH:14][C:13]=1[S:18]([N:21]1[CH2:25][CH2:24][CH2:23][CH2:22]1)(=[O:20])=[O:19]. The yield is 0.0850. (8) The reactants are [Cl:1][C:2]1[CH:16]=[CH:15][C:5]([O:6][CH:7]2[CH2:12][CH2:11][CH:10]([CH2:13]O)[CH2:9][CH2:8]2)=[CH:4][CH:3]=1.CCN(CC)CC.CS(Cl)(=O)=O.[N-:29]=[N+:30]=[N-:31].[Na+]. The catalyst is C(Cl)Cl. The product is [Cl:1][C:2]1[CH:16]=[CH:15][C:5]([O:6][CH:7]2[CH2:12][CH2:11][CH:10]([CH2:13][N:29]=[N+:30]=[N-:31])[CH2:9][CH2:8]2)=[CH:4][CH:3]=1. The yield is 0.910. (9) The reactants are [CH3:1][O:2][C:3]1[CH:10]=[CH:9][C:6]([CH:7]=O)=[CH:5][CH:4]=1.Cl.[S:12]([C:16]1[CH:21]=[CH:20][C:19]([NH:22][NH2:23])=[CH:18][CH:17]=1)(=[O:15])(=[O:14])[NH2:13]. No catalyst specified. The product is [S:12]([C:16]1[CH:17]=[CH:18][C:19]([NH:22][N:23]=[CH:7][C:6]2[CH:9]=[CH:10][C:3]([O:2][CH3:1])=[CH:4][CH:5]=2)=[CH:20][CH:21]=1)(=[O:15])(=[O:14])[NH2:13]. The yield is 0.620.